From a dataset of Reaction yield outcomes from USPTO patents with 853,638 reactions. Predict the reaction yield, written as a fraction of the theoretical maximum amount of product (1.0 means a 100% yield; for example, 0.34 means a 34% yield). (1) The reactants are [I-:1].[Na+].CN[C@@H]1CCCC[C@H]1NC.Br[C:14]1[CH:19]=[CH:18][CH:17]=[CH:16][C:15]=1[CH2:20][CH2:21][CH:22]([CH3:24])[CH3:23]. The catalyst is C(O)CCCC.[Cu](I)I. The product is [I:1][C:14]1[CH:19]=[CH:18][CH:17]=[CH:16][C:15]=1[CH2:20][CH2:21][CH:22]([CH3:24])[CH3:23]. The yield is 0.840. (2) The catalyst is ClCCl. The product is [Br:1][C:2]1[CH:3]=[C:4]([NH:5][C:17](=[O:26])/[CH:18]=[CH:19]/[C:20]2[CH:25]=[CH:24][CH:23]=[CH:22][CH:21]=2)[CH:6]=[CH:7][CH:8]=1. The yield is 0.920. The reactants are [Br:1][C:2]1[CH:3]=[C:4]([CH:6]=[CH:7][CH:8]=1)[NH2:5].N1C(C)=CC=CC=1C.[C:17](Cl)(=[O:26])[CH:18]=[CH:19][C:20]1[CH:25]=[CH:24][CH:23]=[CH:22][CH:21]=1. (3) The reactants are [C:1]([O:5][C:6]([NH:8][C@H:9]([C:16]([OH:18])=O)[CH2:10][C:11]1[N:15]=[CH:14][NH:13][CH:12]=1)=[O:7])([CH3:4])([CH3:3])[CH3:2].C1CCC(N=C=NC2CCCCC2)CC1.C1C=CC2N(O)N=NC=2C=1.[NH:44]1[CH2:51][CH2:50][CH2:49][C@H:45]1[C:46]([NH2:48])=[O:47]. The catalyst is CN(C=O)C. The product is [C:1]([O:5][C:6]([NH:8][C@H:9]([C:16]([N:44]1[CH2:51][CH2:50][CH2:49][C@H:45]1[C:46]([NH2:48])=[O:47])=[O:18])[CH2:10][C:11]1[N:15]=[CH:14][NH:13][CH:12]=1)=[O:7])([CH3:2])([CH3:3])[CH3:4]. The yield is 0.730. (4) The reactants are [O:1]1[C:5]2[CH:6]=[CH:7][C:8]([C:10]3([C:13]([NH:15][C:16]4[CH:17]=[C:18]5[C:22](=[CH:23][CH:24]=4)[N:21]([CH2:25][CH2:26]Cl)[CH:20]([C:28]([CH3:31])([CH3:30])[CH3:29])[CH2:19]5)=[O:14])[CH2:12][CH2:11]3)=[CH:9][C:4]=2[O:3][CH2:2]1.[C-:32]#[N:33].[Na+]. The catalyst is C(O)C.O. The product is [O:1]1[C:5]2[CH:6]=[CH:7][C:8]([C:10]3([C:13]([NH:15][C:16]4[CH:17]=[C:18]5[C:22](=[CH:23][CH:24]=4)[N:21]([CH2:25][CH2:26][C:32]#[N:33])[CH:20]([C:28]([CH3:31])([CH3:30])[CH3:29])[CH2:19]5)=[O:14])[CH2:12][CH2:11]3)=[CH:9][C:4]=2[O:3][CH2:2]1. The yield is 0.770.